Dataset: Full USPTO retrosynthesis dataset with 1.9M reactions from patents (1976-2016). Task: Predict the reactants needed to synthesize the given product. Given the product [CH2:1]([S:3][C:4]1[CH:5]=[C:6]([C:26](=[O:28])[NH:67][C:68]2[NH:69][CH:70]=[CH:71][N:72]=2)[C:7]2[NH:11][C:10]([NH:12][C:13]([C:15]3[N:16]=[CH:17][C:18]4[C:23]([CH:24]=3)=[CH:22][CH:21]=[CH:20][CH:19]=4)=[O:14])=[N:9][C:8]=2[CH:25]=1)[CH3:2], predict the reactants needed to synthesize it. The reactants are: [CH2:1]([S:3][C:4]1[CH:5]=[C:6]([C:26]([OH:28])=O)[C:7]2[NH:11][C:10]([NH:12][C:13]([C:15]3[N:16]=[CH:17][C:18]4[C:23]([CH:24]=3)=[CH:22][CH:21]=[CH:20][CH:19]=4)=[O:14])=[N:9][C:8]=2[CH:25]=1)[CH3:2].CN(C(ON1N=NC2C=CC=CC1=2)=[N+](C)C)C.F[P-](F)(F)(F)(F)F.CCN(C(C)C)C(C)C.S(O)(O)(=O)=O.[NH2:67][C:68]1[NH:69][CH:70]=[CH:71][N:72]=1.